From a dataset of NCI-60 drug combinations with 297,098 pairs across 59 cell lines. Regression. Given two drug SMILES strings and cell line genomic features, predict the synergy score measuring deviation from expected non-interaction effect. (1) Drug 1: CC(CN1CC(=O)NC(=O)C1)N2CC(=O)NC(=O)C2. Drug 2: COCCOC1=C(C=C2C(=C1)C(=NC=N2)NC3=CC=CC(=C3)C#C)OCCOC.Cl. Cell line: A498. Synergy scores: CSS=32.3, Synergy_ZIP=-1.59, Synergy_Bliss=1.40, Synergy_Loewe=5.63, Synergy_HSA=6.22. (2) Drug 1: C1=NC2=C(N1)C(=S)N=C(N2)N. Drug 2: CC=C1C(=O)NC(C(=O)OC2CC(=O)NC(C(=O)NC(CSSCCC=C2)C(=O)N1)C(C)C)C(C)C. Cell line: MDA-MB-435. Synergy scores: CSS=18.0, Synergy_ZIP=-4.22, Synergy_Bliss=-2.95, Synergy_Loewe=-28.0, Synergy_HSA=-2.30. (3) Drug 2: C1C(C(OC1N2C=NC3=C(N=C(N=C32)Cl)N)CO)O. Drug 1: C1=CC(=CC=C1CCC2=CNC3=C2C(=O)NC(=N3)N)C(=O)NC(CCC(=O)O)C(=O)O. Synergy scores: CSS=4.13, Synergy_ZIP=-1.22, Synergy_Bliss=-3.56, Synergy_Loewe=-5.86, Synergy_HSA=-4.99. Cell line: NCI-H322M.